Dataset: Forward reaction prediction with 1.9M reactions from USPTO patents (1976-2016). Task: Predict the product of the given reaction. (1) Given the reactants Cl.[NH2:2][C:3]1[CH:4]=[C:5]2[C:15](=[O:16])[NH:14][N:13]=[CH:12][C:7]3=[CH:8][NH:9][C:10]([CH:11]=1)=[C:6]23.Br[CH2:18][C:19]([OH:21])=O.F[P-](F)(F)(F)(F)F.[N:29]1([O:38]C(N(C)C)=[N+](C)C)[C:33]2[N:34]=[CH:35][CH:36]=[CH:37][C:32]=2[N:31]=[N:30]1.C(N(CC)CC)C, predict the reaction product. The product is: [O:16]=[C:15]1[C:5]2[C:6]3[C:7](=[CH:8][NH:9][C:10]=3[CH:11]=[C:3]([NH:2][C:19](=[O:21])[CH2:18][O:38][N:29]3[C:33]4=[N:34][CH:35]=[CH:36][CH:37]=[C:32]4[N:31]=[N:30]3)[CH:4]=2)[CH:12]=[N:13][NH:14]1. (2) Given the reactants Br[C:2]1[CH:7]=[CH:6][C:5]([S:8]([NH:11][C:12]2[C:13]([CH3:29])=[C:14]([C:19]3[CH:24]=[CH:23][N:22]=[C:21]([NH:25][C:26](=[O:28])[CH3:27])[CH:20]=3)[CH:15]=[N:16][C:17]=2[Cl:18])(=[O:10])=[O:9])=[C:4]([F:30])[CH:3]=1.[Br-].[CH:32]1([Zn+])[CH2:34][CH2:33]1, predict the reaction product. The product is: [Cl:18][C:17]1[N:16]=[CH:15][C:14]([C:19]2[CH:24]=[CH:23][N:22]=[C:21]([NH:25][C:26](=[O:28])[CH3:27])[CH:20]=2)=[C:13]([CH3:29])[C:12]=1[NH:11][S:8]([C:5]1[CH:6]=[CH:7][C:2]([CH:32]2[CH2:34][CH2:33]2)=[CH:3][C:4]=1[F:30])(=[O:10])=[O:9]. (3) Given the reactants [CH3:1][C:2]([CH:4]=[C:5]([CH3:7])[CH3:6])=[CH2:3].O.[Ru:9](Cl)(Cl)Cl.[CH3:13][C:14]1[CH2:18][CH:17]=[C:16]([CH3:19])[CH:15]=1, predict the reaction product. The product is: [CH3:3][C:2]1([Ru:9][CH:17]=[C:16]([CH3:19])[CH:15]=[C:14]([CH3:13])[CH3:18])[CH:1]=[CH:6][C:5]([CH3:7])=[CH:4]1. (4) Given the reactants [C:1]([O:4][CH2:5][C:6]1[C:16]2[CH2:15][CH2:14][C:13]3[CH:17]=[CH:18][CH:19]=[CH:20][C:12]=3[C:11](=[O:21])[C:10]=2[CH:9]=[CH:8][CH:7]=1)(=[O:3])[CH3:2].FC(F)(F)C([O-])=O.[Tl+].[I-:30].[K+].C(=O)([O-])O.[Na+], predict the reaction product. The product is: [C:1]([O:4][CH2:5][C:6]1[C:16]2[CH2:15][CH2:14][C:13]3[CH:17]=[CH:18][CH:19]=[CH:20][C:12]=3[C:11](=[O:21])[C:10]=2[C:9]([I:30])=[CH:8][CH:7]=1)(=[O:3])[CH3:2]. (5) The product is: [NH2:7][C:4]1[CH:5]=[CH:6][N:1]=[N:2][C:3]=1[Br:17].[NH2:16][C:11]1[C:10]([Br:17])=[CH:9][N:8]=[N:1][CH:12]=1. Given the reactants [N:1]1[CH:6]=[CH:5][C:4]([NH2:7])=[CH:3][N:2]=1.[NH2:8][C:9]1C=C(C)[N:12]=[C:11]([CH3:16])[C:10]=1[Br:17], predict the reaction product. (6) Given the reactants C[O:2][C:3]1[CH:10]=[CH:9][C:6]([CH:7]=[O:8])=[CH:5][CH:4]=1.CNC, predict the reaction product. The product is: [OH:2][C:3]1[CH:10]=[CH:9][C:6]([CH:7]=[O:8])=[CH:5][CH:4]=1. (7) Given the reactants [O:1]=[C:2]1[CH2:10][C:9]2[C:4](=[CH:5][CH:6]=[C:7]([CH2:11][C:12]3[CH:17]=[CH:16][C:15]([NH:18][C:19]([C:21]4[N:22]([CH2:27][CH3:28])[N:23]=[C:24]([CH3:26])[CH:25]=4)=[O:20])=[CH:14][CH:13]=3)[CH:8]=2)[NH:3]1.[CH:29](OCC)=[O:30].[O-]CC.[Na+].Cl, predict the reaction product. The product is: [OH:30][CH:29]=[C:10]1[C:9]2[C:4](=[CH:5][CH:6]=[C:7]([CH2:11][C:12]3[CH:13]=[CH:14][C:15]([NH:18][C:19]([C:21]4[N:22]([CH2:27][CH3:28])[N:23]=[C:24]([CH3:26])[CH:25]=4)=[O:20])=[CH:16][CH:17]=3)[CH:8]=2)[NH:3][C:2]1=[O:1]. (8) Given the reactants C(NC(C)C)(C)C.[Li]CCCC.[CH:13]1[CH:14]=[C:15]([N:21]2[CH2:26][CH2:25][N:24]([CH2:27][CH2:28][CH2:29][CH2:30][O:31][C:32]3[CH:33]=[CH:34][C:35]4[CH2:42][CH2:41][C:39](=[O:40])[NH:38][C:36]=4[CH:37]=3)[CH2:23][CH2:22]2)[C:16]([Cl:20])=[C:17]([Cl:19])[CH:18]=1.[CH2:43]([O:49][C:50](Cl)=[O:51])[CH2:44][CH2:45][CH2:46][CH2:47][CH3:48], predict the reaction product. The product is: [Cl:20][C:16]1[C:17]([Cl:19])=[CH:18][CH:13]=[CH:14][C:15]=1[N:21]1[CH2:26][CH2:25][N:24]([CH2:27][CH2:28][CH2:29][CH2:30][O:31][C:32]2[CH:37]=[C:36]3[C:35]([CH2:42][CH2:41][C:39](=[O:40])[N:38]3[C:50]([O:49][CH2:43][CH2:44][CH2:45][CH2:46][CH2:47][CH3:48])=[O:51])=[CH:34][CH:33]=2)[CH2:23][CH2:22]1. (9) Given the reactants [Cl:1][C:2]1[S:6][C:5]([S:7](Cl)(=[O:9])=[O:8])=[CH:4][C:3]=1[CH3:11].[NH2:12][C:13]1[CH:14]=[C:15]([OH:23])[C:16](=[CH:21][CH:22]=1)[C:17]([O:19][CH3:20])=[O:18].N1C=CC=CC=1, predict the reaction product. The product is: [Cl:1][C:2]1[S:6][C:5]([S:7]([NH:12][C:13]2[CH:22]=[CH:21][C:16]([C:17]([O:19][CH3:20])=[O:18])=[C:15]([OH:23])[CH:14]=2)(=[O:9])=[O:8])=[CH:4][C:3]=1[CH3:11].